From a dataset of Reaction yield outcomes from USPTO patents with 853,638 reactions. Predict the reaction yield, written as a fraction of the theoretical maximum amount of product (1.0 means a 100% yield; for example, 0.34 means a 34% yield). (1) The reactants are F[C:2]1[CH:7]=[CH:6][CH:5]=[CH:4][C:3]=1[S:8]([N:11]1[CH2:16][CH2:15][O:14][CH2:13][CH2:12]1)(=[O:10])=[O:9].C(=O)([O-])[O-].[K+].[K+].[CH2:23]([SH:30])[C:24]1[CH:29]=[CH:28][CH:27]=[CH:26][CH:25]=1. The catalyst is CN(C)C=O. The product is [CH2:23]([S:30][C:2]1[CH:7]=[CH:6][CH:5]=[CH:4][C:3]=1[S:8]([N:11]1[CH2:16][CH2:15][O:14][CH2:13][CH2:12]1)(=[O:10])=[O:9])[C:24]1[CH:29]=[CH:28][CH:27]=[CH:26][CH:25]=1. The yield is 0.850. (2) The product is [CH2:48]([O:50][CH:51]([O:54][CH2:55][CH3:56])[CH2:52][NH:53][C:32]([C:3]1[CH:4]=[CH:5][C:6]2[N:7]([C:15]3[CH:20]=[N:19][C:18]([NH:21][C:22](=[O:31])[C:23]4[C:28]([F:29])=[CH:27][CH:26]=[CH:25][C:24]=4[F:30])=[CH:17][N:16]=3)[C:8]([C:11]([F:14])([F:13])[F:12])=[N:9][C:10]=2[CH:2]=1)=[O:33])[CH3:49]. The reactants are C[C:2]1[C:10]2[N:9]=[C:8]([C:11]([F:14])([F:13])[F:12])[N:7]([C:15]3[CH:20]=[N:19][C:18]([NH:21][C:22](=[O:31])[C:23]4[C:28]([F:29])=[CH:27][CH:26]=[CH:25][C:24]=4[F:30])=[CH:17][N:16]=3)[C:6]=2[CH:5]=[CH:4][C:3]=1[C:32](O)=[O:33].C(Cl)(=O)C(Cl)=O.CCN(CC)CC.[CH2:48]([O:50][CH:51]([O:54][CH2:55][CH3:56])[CH2:52][NH2:53])[CH3:49]. The yield is 0.640. The catalyst is C(Cl)Cl.CN(C=O)C. (3) The reactants are [CH3:1][O:2][CH2:3][C@H:4]([CH3:31])[O:5][C:6]1[CH:7]=[C:8]([C:23]2[NH:27][C:26]([C:28]([OH:30])=O)=[CH:25][CH:24]=2)[CH:9]=[C:10]([O:12][C:13]2[CH:14]=[N:15][C:16]([S:19]([CH3:22])(=[O:21])=[O:20])=[CH:17][CH:18]=2)[CH:11]=1.[NH2:32][C@@H:33]([CH2:37][OH:38])[C@@H:34]([CH3:36])[OH:35].C1C=CC2N(O)N=NC=2C=1.O.CN1CCOCC1.CCN=C=NCCCN(C)C.Cl. The catalyst is CN(C)C=O.[Cl-].[Na+].O. The product is [OH:35][C@H:34]([CH3:36])[C@@H:33]([NH:32][C:28]([C:26]1[NH:27][C:23]([C:8]2[CH:9]=[C:10]([O:12][C:13]3[CH:14]=[N:15][C:16]([S:19]([CH3:22])(=[O:20])=[O:21])=[CH:17][CH:18]=3)[CH:11]=[C:6]([O:5][C@@H:4]([CH3:31])[CH2:3][O:2][CH3:1])[CH:7]=2)=[CH:24][CH:25]=1)=[O:30])[CH2:37][OH:38]. The yield is 0.810. (4) The reactants are CN(C(ON1N=NC2C=CC=NC1=2)=[N+](C)C)C.F[P-](F)(F)(F)(F)F.[Br:25][C:26]1[CH:31]=[CH:30][C:29]([C:32](=[O:50])[CH2:33][NH:34][C:35]([CH2:37][NH:38][CH2:39][C:40]([NH:42][CH:43]([CH:47]([CH3:49])[CH3:48])[C:44](O)=[O:45])=[O:41])=[O:36])=[CH:28][CH:27]=1.CN1CCOCC1. The catalyst is CN(C=O)C. The product is [Br:25][C:26]1[CH:31]=[CH:30][C:29]([C:32](=[O:50])[CH2:33][NH:34][C:35](=[O:36])[CH2:37][N:38]2[CH2:39][C:40](=[O:41])[NH:42][CH:43]([CH:47]([CH3:49])[CH3:48])[C:44]2=[O:45])=[CH:28][CH:27]=1. The yield is 0.600. (5) The reactants are [F:1][C:2]1[CH:3]=[C:4]([S:9]([O-:11])=[O:10])[CH:5]=[C:6]([F:8])[CH:7]=1.[Na+].Br[C:14]1[CH:22]=[CH:21][C:20]2[N:19]([CH3:23])[C:18]3[CH2:24][CH:25]4[NH:29][CH:28]([C:17]=3[C:16]=2[C:15]=1[C:30]([O:32][C:33]([CH3:36])([CH3:35])[CH3:34])=[O:31])[CH2:27][CH2:26]4. No catalyst specified. The product is [F:8][C:6]1[CH:5]=[C:4]([S:9]([C:14]2[CH:22]=[CH:21][C:20]3[N:19]([CH3:23])[C:18]4[CH2:24][CH:25]5[NH:29][CH:28]([C:17]=4[C:16]=3[C:15]=2[C:30]([O:32][C:33]([CH3:36])([CH3:35])[CH3:34])=[O:31])[CH2:27][CH2:26]5)(=[O:11])=[O:10])[CH:3]=[C:2]([F:1])[CH:7]=1. The yield is 0.130. (6) The reactants are [CH2:1]([C:3]1[N:4]([C:28]2[CH:33]=[CH:32][C:31]([OH:34])=[CH:30][CH:29]=2)[C:5](=[O:27])[C:6]([CH2:12][C:13]2[CH:18]=[CH:17][C:16]([C:19]3[C:20]([C:25]#[N:26])=[CH:21][CH:22]=[CH:23][CH:24]=3)=[CH:15][CH:14]=2)=[C:7]([CH2:9][CH2:10][CH3:11])[N:8]=1)[CH3:2].[Si](O[CH:43]1[CH2:48][CH2:47][CH2:46][CH:45]([OH:49])[CH2:44]1)(C(C)(C)C)(C)C.C1(P(C2C=CC=CC=2)C2C=CC=CC=2)C=CC=CC=1.[N:70]([C:71]([O:73]C(C)C)=[O:72])=[N:70][C:71]([O:73]C(C)C)=[O:72]. The catalyst is O1CCCC1.O. The product is [CH2:1]([C:3]1[N:4]([C:28]2[CH:33]=[CH:32][C:31]([O:34][CH:47]3[CH2:48][CH2:43][CH2:44][CH:45]([OH:49])[CH2:46]3)=[CH:30][CH:29]=2)[C:5](=[O:27])[C:6]([CH2:12][C:13]2[CH:18]=[CH:17][C:16]([C:19]3[CH:24]=[CH:23][CH:22]=[CH:21][C:20]=3[C:25]3[NH:70][C:71](=[O:72])[O:73][N:26]=3)=[CH:15][CH:14]=2)=[C:7]([CH2:9][CH2:10][CH3:11])[N:8]=1)[CH3:2]. The yield is 0.710.